Dataset: Catalyst prediction with 721,799 reactions and 888 catalyst types from USPTO. Task: Predict which catalyst facilitates the given reaction. (1) Reactant: [Br:1][C:2]1[CH:7]=[CH:6][C:5]([N+:8]([O-:10])=[O:9])=[C:4]([CH3:11])[CH:3]=1.CO[CH:14](OC)[N:15]([CH3:17])[CH3:16]. Product: [Br:1][C:2]1[CH:7]=[CH:6][C:5]([N+:8]([O-:10])=[O:9])=[C:4](/[CH:11]=[CH:14]/[N:15]([CH3:17])[CH3:16])[CH:3]=1. The catalyst class is: 3. (2) Reactant: [O:1]=[C:2]1[CH:6]=[CH:5][C:4](=[O:7])[N:3]1[CH2:8][CH2:9][CH2:10][CH2:11][CH2:12][C:13]([NH:15][CH2:16][CH2:17][C:18]([NH:20][C:21]1[CH:26]=[C:25](/[CH:27]=[CH:28]/[C:29]([O-:31])=[O:30])[CH:24]=[CH:23][C:22]=1/[CH:32]=[CH:33]/[C:34]([O:36]C(C)(C)C)=[O:35])=[O:19])=[O:14].C(O)(C(F)(F)F)=O. Product: [O:7]=[C:4]1[CH:5]=[CH:6][C:2](=[O:1])[N:3]1[CH2:8][CH2:9][CH2:10][CH2:11][CH2:12][C:13]([NH:15][CH2:16][CH2:17][C:18]([NH:20][C:21]1[CH:26]=[C:25](/[CH:27]=[CH:28]/[C:29]([OH:31])=[O:30])[CH:24]=[CH:23][C:22]=1/[CH:32]=[CH:33]/[C:34]([OH:36])=[O:35])=[O:19])=[O:14]. The catalyst class is: 2. (3) Reactant: [C:1]([N:4]1[C:10]2[CH:11]=[CH:12][CH:13]=[CH:14][C:9]=2[CH2:8][N:7]([S:15]([C:18]2[CH:23]=[CH:22][C:21]([O:24]C)=[CH:20][CH:19]=2)(=[O:17])=[O:16])[CH:6]([C:26]([O:28][CH3:29])=[O:27])[CH2:5]1)(=[O:3])[CH3:2].B(Br)(Br)Br.O. Product: [C:1]([N:4]1[C:10]2[CH:11]=[CH:12][CH:13]=[CH:14][C:9]=2[CH2:8][N:7]([S:15]([C:18]2[CH:23]=[CH:22][C:21]([OH:24])=[CH:20][CH:19]=2)(=[O:17])=[O:16])[CH:6]([C:26]([O:28][CH3:29])=[O:27])[CH2:5]1)(=[O:3])[CH3:2]. The catalyst class is: 2. (4) Reactant: [CH3:1][O:2][C:3](=[O:21])[CH2:4][CH:5]1[C:9]2=[CH:10][C:11]3[C:12]([CH:18]([CH3:20])[CH3:19])=[CH:13][C:14]([OH:17])=[CH:15][C:16]=3[N:8]2[CH2:7][CH2:6]1.[CH2:22](Br)[C:23]1[CH:28]=[CH:27][CH:26]=[CH:25][CH:24]=1.C([O-])([O-])=O.[Cs+].[Cs+]. Product: [CH3:1][O:2][C:3](=[O:21])[CH2:4][CH:5]1[C:9]2=[CH:10][C:11]3[C:12]([CH:18]([CH3:19])[CH3:20])=[CH:13][C:14]([O:17][CH2:22][C:23]4[CH:28]=[CH:27][CH:26]=[CH:25][CH:24]=4)=[CH:15][C:16]=3[N:8]2[CH2:7][CH2:6]1. The catalyst class is: 3. (5) Reactant: [NH:1]1[C:9]2[C:4](=[CH:5][C:6]([N:10]=[CH:11][N:12]([CH3:14])[CH3:13])=[CH:7][CH:8]=2)[CH:3]=[CH:2]1.CC([O-])(C)C.[K+].[CH3:21][O:22][N:23]=[C:24]([CH2:27]Cl)[CH2:25][Cl:26]. Product: [Cl:26][CH2:25][C:24](=[N:23][O:22][CH3:21])[CH2:27][N:1]1[C:9]2[C:4](=[CH:5][C:6]([N:10]=[CH:11][N:12]([CH3:14])[CH3:13])=[CH:7][CH:8]=2)[CH:3]=[CH:2]1. The catalyst class is: 16. (6) Reactant: CN(C(ON1N=NC2C=CC=NC1=2)=[N+](C)C)C.F[P-](F)(F)(F)(F)F.[CH3:25][O:26][C@:27]1([C:36]2[CH:45]=[CH:44][C:43]3[C:38](=[CH:39][C:40]([CH:48]=[CH2:49])=[C:41]([O:46][CH3:47])[CH:42]=3)[CH:37]=2)[CH2:31][NH:30][C@H:29]([C:32]([O:34][CH3:35])=[O:33])[CH2:28]1.[CH3:50][C:51]([CH3:68])([CH2:65][CH:66]=[CH2:67])[CH2:52][CH2:53][O:54][C:55]([NH:57][C@@H:58]([CH:62]([CH3:64])[CH3:63])[C:59](O)=[O:60])=[O:56].CCN(C(C)C)C(C)C. Product: [CH3:68][C:51]([CH3:50])([CH2:65][CH:66]=[CH2:67])[CH2:52][CH2:53][O:54][C:55]([NH:57][C@@H:58]([CH:62]([CH3:64])[CH3:63])[C:59]([N:30]1[CH2:31][C@:27]([O:26][CH3:25])([C:36]2[CH:45]=[CH:44][C:43]3[C:38](=[CH:39][C:40]([CH:48]=[CH2:49])=[C:41]([O:46][CH3:47])[CH:42]=3)[CH:37]=2)[CH2:28][C@H:29]1[C:32]([O:34][CH3:35])=[O:33])=[O:60])=[O:56]. The catalyst class is: 2. (7) Reactant: [F:1][C:2]1[CH:9]=[CH:8][C:5]([CH:6]=[O:7])=[CH:4][CH:3]=1.[CH:10]([Mg]Br)=[CH2:11]. Product: [F:1][C:2]1[CH:9]=[CH:8][C:5]([CH:6]([OH:7])[CH:10]=[CH2:11])=[CH:4][CH:3]=1. The catalyst class is: 7. (8) Reactant: [CH2:1]([O:8][CH2:9][CH:10]1[CH2:13][C:12]([C:15]2[CH:20]=[CH:19][C:18]([CH2:21][N:22]3[CH2:26][CH2:25][CH2:24][CH2:23]3)=[CH:17][CH:16]=2)(O)[CH2:11]1)[C:2]1[CH:7]=[CH:6][CH:5]=[CH:4][CH:3]=1.C([SiH](CC)CC)C.FC(F)(F)C(O)=O. Product: [CH2:1]([O:8][CH2:9][CH:10]1[CH2:11][CH:12]([C:15]2[CH:16]=[CH:17][C:18]([CH2:21][N:22]3[CH2:26][CH2:25][CH2:24][CH2:23]3)=[CH:19][CH:20]=2)[CH2:13]1)[C:2]1[CH:3]=[CH:4][CH:5]=[CH:6][CH:7]=1. The catalyst class is: 26. (9) Reactant: [Cl:1][C:2]1[CH:3]=[C:4]([C:9]2([C:28]([F:31])([F:30])[F:29])[O:13][N:12]=[C:11]([C:14]3[CH:19]=[CH:18][C:17]([S:20][CH:21]4[CH2:25][CH2:24][NH:23][C:22]4=[O:26])=[C:16]([CH3:27])[CH:15]=3)[CH2:10]2)[CH:5]=[C:6]([Cl:8])[CH:7]=1.C1C=C(Cl)C=C(C(OO)=[O:40])C=1.O. Product: [Cl:8][C:6]1[CH:5]=[C:4]([C:9]2([C:28]([F:31])([F:29])[F:30])[O:13][N:12]=[C:11]([C:14]3[CH:19]=[CH:18][C:17]([S:20]([CH:21]4[CH2:25][CH2:24][NH:23][C:22]4=[O:26])=[O:40])=[C:16]([CH3:27])[CH:15]=3)[CH2:10]2)[CH:3]=[C:2]([Cl:1])[CH:7]=1. The catalyst class is: 2. (10) Reactant: Cl.Cl[CH2:3][C:4]1[N:5]=[C:6]([NH2:9])[S:7][CH:8]=1.CCN(C(C)C)C(C)C.[CH3:19][NH:20][CH2:21][CH2:22][O:23][CH3:24]. Product: [CH3:24][O:23][CH2:22][CH2:21][N:20]([CH2:3][C:4]1[N:5]=[C:6]([NH2:9])[S:7][CH:8]=1)[CH3:19]. The catalyst class is: 1.